From a dataset of Forward reaction prediction with 1.9M reactions from USPTO patents (1976-2016). Predict the product of the given reaction. (1) Given the reactants [NH2:1][C:2]1[N:7]=[C:6]([NH2:8])[N:5]=[C:4](Cl)[N:3]=1.[Na].[CH2:11]([OH:18])[C:12]1[CH:17]=[CH:16][CH:15]=[CH:14][CH:13]=1, predict the reaction product. The product is: [NH2:1][C:2]1[N:7]=[C:6]([NH2:8])[N:5]=[C:4]([O:18][CH2:11][C:12]2[CH:17]=[CH:16][CH:15]=[CH:14][CH:13]=2)[N:3]=1. (2) Given the reactants [Br:1][C:2]1[C:3]([CH3:11])=[C:4]([NH2:10])[C:5]([CH3:9])=[CH:6][C:7]=1[CH3:8].[F:12][C:13]([F:24])([F:23])[C:14]1[CH:15]=[C:16]([CH:20]=[CH:21][CH:22]=1)[C:17](Cl)=[O:18].C(N(CC)CC)C, predict the reaction product. The product is: [Br:1][C:2]1[C:3]([CH3:11])=[C:4]([NH:10][C:17](=[O:18])[C:16]2[CH:20]=[CH:21][CH:22]=[C:14]([C:13]([F:12])([F:23])[F:24])[CH:15]=2)[C:5]([CH3:9])=[CH:6][C:7]=1[CH3:8]. (3) Given the reactants [C:1]1([C@H:7]([NH:9][C:10]2[C:15]([N+:16]([O-])=O)=[CH:14][N:13]=[C:12]([C:19]3[CH:28]=[CH:27][CH:26]=[C:25]4[C:20]=3[CH:21]=[CH:22][CH:23]=[N:24]4)[CH:11]=2)[CH3:8])[CH:6]=[CH:5][CH:4]=[CH:3][CH:2]=1.[C:1]1([C@H:7]([NH:9][C:10]2[CH:11]=[C:12]([C:19]3[CH:28]=[CH:27][CH:26]=[C:25]4[C:20]=3[CH:21]=[CH:22][CH:23]=[N:24]4)[N:13]=[CH:14][C:15]=2[NH2:16])[CH3:8])[CH:2]=[CH:3][CH:4]=[CH:5][CH:6]=1.[H][H].[CH2:57]([OH:59])C, predict the reaction product. The product is: [C:1]1([C@H:7]([N:9]2[C:10]3[CH:11]=[C:12]([C:19]4[CH:28]=[CH:27][CH:26]=[C:25]5[C:20]=4[CH:21]=[CH:22][CH:23]=[N:24]5)[N:13]=[CH:14][C:15]=3[NH:16][C:57]2=[O:59])[CH3:8])[CH:6]=[CH:5][CH:4]=[CH:3][CH:2]=1.